Dataset: Reaction yield outcomes from USPTO patents with 853,638 reactions. Task: Predict the reaction yield, written as a fraction of the theoretical maximum amount of product (1.0 means a 100% yield; for example, 0.34 means a 34% yield). (1) The reactants are [NH2:1][C:2]1[N:6]([C:7]2[CH:8]=[C:9]([CH:16]=[CH:17][C:18]=2[CH3:19])[C:10]([NH:12][CH:13]2[CH2:15][CH2:14]2)=[O:11])[N:5]=[CH:4][C:3]=1[C:20](=[O:29])[C:21]1[CH:26]=[CH:25][CH:24]=[C:23]([CH:27]=O)[CH:22]=1.[CH3:30][N:31]1[CH2:36][CH2:35][NH:34][CH2:33][CH2:32]1.CC(O)=O.[OH-].[Na+]. The catalyst is ClCCl.ClCCCl. The product is [NH2:1][C:2]1[N:6]([C:7]2[CH:8]=[C:9]([CH:16]=[CH:17][C:18]=2[CH3:19])[C:10]([NH:12][CH:13]2[CH2:14][CH2:15]2)=[O:11])[N:5]=[CH:4][C:3]=1[C:20](=[O:29])[C:21]1[CH:26]=[CH:25][CH:24]=[C:23]([CH2:27][N:34]2[CH2:35][CH2:36][N:31]([CH3:30])[CH2:32][CH2:33]2)[CH:22]=1. The yield is 0.670. (2) The reactants are [C:1]([N:4]1[C:13]2[C:8](=[CH:9][C:10]([C:14]([OH:16])=O)=[CH:11][CH:12]=2)[C@H:7]([NH:17][C:18]2[N:23]=[C:22]([CH3:24])[CH:21]=[CH:20][N:19]=2)[C@@H:6]([CH3:25])[C@@H:5]1[CH:26]1[CH2:28][CH2:27]1)(=[O:3])[CH3:2].CN(C([O:36][N:37]1N=NC2C=CC=NC1=2)=[N+](C)C)C.F[P-](F)(F)(F)(F)F.CCN(C(C)C)C(C)C.Cl.NO. The catalyst is CN(C)C=O. The product is [C:1]([N:4]1[C:13]2[C:8](=[CH:9][C:10]([C:14]([NH:37][OH:36])=[O:16])=[CH:11][CH:12]=2)[C@H:7]([NH:17][C:18]2[N:23]=[C:22]([CH3:24])[CH:21]=[CH:20][N:19]=2)[C@@H:6]([CH3:25])[C@@H:5]1[CH:26]1[CH2:27][CH2:28]1)(=[O:3])[CH3:2]. The yield is 0.0400. (3) The reactants are [C:1]([O:5][C:6](=[O:23])[NH:7][C:8]1[CH:13]=[C:12](Br)[CH:11]=[CH:10][C:9]=1[NH:15][C:16]([O:18][C:19]([CH3:22])([CH3:21])[CH3:20])=[O:17])([CH3:4])([CH3:3])[CH3:2].[CH3:24][S:25]([C:28]1[CH:33]=[CH:32][CH:31]=[CH:30][C:29]=1B(O)O)(=[O:27])=[O:26].C(Cl)Cl.C([O-])([O-])=O.[Na+].[Na+]. The catalyst is COCCOC.O.C1C=CC(P(C2C=CC=CC=2)[C-]2C=CC=C2)=CC=1.C1C=CC(P(C2C=CC=CC=2)[C-]2C=CC=C2)=CC=1.Cl[Pd]Cl.[Fe+2]. The product is [C:19]([O:18][C:16](=[O:17])[NH:15][C:9]1[CH:10]=[CH:11][C:12]([C:29]2[CH:30]=[CH:31][CH:32]=[CH:33][C:28]=2[S:25]([CH3:24])(=[O:27])=[O:26])=[CH:13][C:8]=1[NH:7][C:6]([O:5][C:1]([CH3:4])([CH3:3])[CH3:2])=[O:23])([CH3:22])([CH3:21])[CH3:20]. The yield is 0.860. (4) The reactants are Cl.[Br:2][C:3]1[CH:8]=[CH:7][CH:6]=[CH:5][C:4]=1[CH2:9][C:10]([CH:12]1[CH2:17][CH2:16][NH:15][CH2:14][CH2:13]1)=[O:11].[C:18]([O:22][C:23](O[C:23]([O:22][C:18]([CH3:21])([CH3:20])[CH3:19])=[O:24])=[O:24])([CH3:21])([CH3:20])[CH3:19].O.C(OCC)(=O)C. The catalyst is [OH-].[Na+].O1CCCC1. The product is [C:18]([O:22][C:23]([N:15]1[CH2:14][CH2:13][CH:12]([C:10](=[O:11])[CH2:9][C:4]2[CH:5]=[CH:6][CH:7]=[CH:8][C:3]=2[Br:2])[CH2:17][CH2:16]1)=[O:24])([CH3:21])([CH3:20])[CH3:19]. The yield is 0.940.